Dataset: Catalyst prediction with 721,799 reactions and 888 catalyst types from USPTO. Task: Predict which catalyst facilitates the given reaction. (1) Reactant: [N+]([C:4]1[CH:9]=[C:8]([N+]([O-])=O)[CH:7]=[CH:6][C:5]=1[O-:13])([O-])=O.[NH2:14][N+:15]1[CH:20]=[CH:19][C:18]2[O:21][CH2:22][CH2:23][C:17]=2[CH:16]=1.C(=O)([O-])[O-].[K+].[K+].CC(=O)C#CCC.O. Product: [CH2:8]([C:9]1[C:4]([C:5](=[O:13])[CH3:6])=[C:16]2[C:17]3[CH2:23][CH2:22][O:21][C:18]=3[CH:19]=[CH:20][N:15]2[N:14]=1)[CH3:7]. The catalyst class is: 9. (2) Product: [ClH:23].[CH3:1][C:2]1[CH:3]=[CH:4][C:5]2[NH:10][C:11]3[CH:16]=[CH:15][CH:14]=[CH:13][C:12]=3[N:17]=[C:7]([NH2:8])[C:6]=2[CH:9]=1. Reactant: [CH3:1][C:2]1[CH:3]=[CH:4][C:5]([NH:10][C:11]2[CH:16]=[CH:15][CH:14]=[CH:13][C:12]=2[N+:17]([O-])=O)=[C:6]([CH:9]=1)[C:7]#[N:8].O.O.[Sn](Cl)[Cl:23].Cl. The catalyst class is: 8. (3) Reactant: [Br:1][C:2]1[CH:7]=[CH:6][C:5]([CH3:8])=[CH:4][C:3]=1[F:9].C(OOC(=O)C1C=CC=CC=1)(=O)C1C=CC=CC=1.[Br:28]N1C(=O)CCC1=O. Product: [Br:1][C:2]1[CH:7]=[CH:6][C:5]([CH2:8][Br:28])=[CH:4][C:3]=1[F:9]. The catalyst class is: 53. (4) Reactant: [CH3:1][O:2][C:3]1[C:4](=[O:35])[C:5]([CH3:34])=[C:6]([CH2:12][C:13]2[CH:14]=[CH:15][C:16]([O:30]C(=O)C)=[C:17]([CH:29]=2)[C:18]([NH:20][C:21]2[CH:26]=[CH:25][C:24]([O:27][CH3:28])=[CH:23][CH:22]=2)=[O:19])[C:7](=[O:11])[C:8]=1[O:9][CH3:10].C(=O)([O-])O.[Na+]. Product: [CH3:1][O:2][C:3]1[C:4](=[O:35])[C:5]([CH3:34])=[C:6]([CH2:12][C:13]2[CH:14]=[CH:15][C:16]([OH:30])=[C:17]([CH:29]=2)[C:18]([NH:20][C:21]2[CH:22]=[CH:23][C:24]([O:27][CH3:28])=[CH:25][CH:26]=2)=[O:19])[C:7](=[O:11])[C:8]=1[O:9][CH3:10]. The catalyst class is: 24. (5) Reactant: [NH:1]([C:8]1[C:13]([Br:14])=[CH:12][N:11]=[C:10](Cl)[N:9]=1)[C:2]1[CH:7]=[CH:6][CH:5]=[CH:4][CH:3]=1.[NH2:16][C:17]1[CH:22]=[CH:21][C:20]([CH2:23][C:24]([OH:26])=[O:25])=[CH:19][CH:18]=1.Cl.[OH-].[Na+]. Product: [NH:1]([C:8]1[C:13]([Br:14])=[CH:12][N:11]=[C:10]([NH:16][C:17]2[CH:18]=[CH:19][C:20]([CH2:23][C:24]([OH:26])=[O:25])=[CH:21][CH:22]=2)[N:9]=1)[C:2]1[CH:7]=[CH:6][CH:5]=[CH:4][CH:3]=1. The catalyst class is: 51. (6) Reactant: [CH3:1][O:2][C:3]1[C:8]2[N:9]=[C:10]([NH2:12])[S:11][C:7]=2[C:6]([NH:13][CH3:14])=[CH:5][CH:4]=1.C(=O)([O-])[O-].[K+].[K+].[CH2:21](Br)[C:22]1[CH:27]=[CH:26][CH:25]=[CH:24][CH:23]=1.[Br:29][C:30]1[CH:31]=[C:32]([CH:36]=[CH:37][N:38]=1)[C:33](O)=[O:34].CN(C(ON1N=NC2C=CC=NC1=2)=[N+](C)C)C.F[P-](F)(F)(F)(F)F.C(N(C(C)C)C(C)C)C. Product: [CH2:21]([N:13]([CH3:14])[C:6]1[C:7]2[S:11][C:10]([NH:12][C:33](=[O:34])[C:32]3[CH:36]=[CH:37][N:38]=[C:30]([Br:29])[CH:31]=3)=[N:9][C:8]=2[C:3]([O:2][CH3:1])=[CH:4][CH:5]=1)[C:22]1[CH:27]=[CH:26][CH:25]=[CH:24][CH:23]=1. The catalyst class is: 198. (7) Reactant: [C:1]1([C:14](O)=[O:15])[C:13]2[CH2:12][C:11]3[C:6](=[CH:7][CH:8]=[CH:9][CH:10]=3)[C:5]=2[CH:4]=[CH:3][CH:2]=1.[CH3:17][C:18]1[N:19]=[CH:20][N:21]([C:24]2[CH:25]=[C:26]([CH:28]=[CH:29][CH:30]=2)[NH2:27])[C:22]=1[CH3:23].Cl.C(N=C=NCCCN(C)C)C. Product: [CH3:17][C:18]1[N:19]=[CH:20][N:21]([C:24]2[CH:25]=[C:26]([NH:27][C:14]([C:1]3[C:13]4[CH2:12][C:11]5[C:6](=[CH:7][CH:8]=[CH:9][CH:10]=5)[C:5]=4[CH:4]=[CH:3][CH:2]=3)=[O:15])[CH:28]=[CH:29][CH:30]=2)[C:22]=1[CH3:23]. The catalyst class is: 112.